The task is: Regression. Given two drug SMILES strings and cell line genomic features, predict the synergy score measuring deviation from expected non-interaction effect.. This data is from NCI-60 drug combinations with 297,098 pairs across 59 cell lines. (1) Drug 1: C1CN(CCN1C(=O)CCBr)C(=O)CCBr. Drug 2: C1C(C(OC1N2C=NC3=C2NC=NCC3O)CO)O. Cell line: MCF7. Synergy scores: CSS=23.8, Synergy_ZIP=-5.23, Synergy_Bliss=0.723, Synergy_Loewe=-0.0892, Synergy_HSA=0.436. (2) Drug 1: CC(C)(C#N)C1=CC(=CC(=C1)CN2C=NC=N2)C(C)(C)C#N. Drug 2: C1C(C(OC1N2C=NC3=C2NC=NCC3O)CO)O. Cell line: HL-60(TB). Synergy scores: CSS=1.26, Synergy_ZIP=4.32, Synergy_Bliss=5.37, Synergy_Loewe=3.02, Synergy_HSA=2.66. (3) Drug 1: CCC1(CC2CC(C3=C(CCN(C2)C1)C4=CC=CC=C4N3)(C5=C(C=C6C(=C5)C78CCN9C7C(C=CC9)(C(C(C8N6C=O)(C(=O)OC)O)OC(=O)C)CC)OC)C(=O)OC)O.OS(=O)(=O)O. Drug 2: CC=C1C(=O)NC(C(=O)OC2CC(=O)NC(C(=O)NC(CSSCCC=C2)C(=O)N1)C(C)C)C(C)C. Cell line: COLO 205. Synergy scores: CSS=43.4, Synergy_ZIP=1.91, Synergy_Bliss=1.49, Synergy_Loewe=-13.8, Synergy_HSA=-2.22. (4) Drug 1: CCCCCOC(=O)NC1=NC(=O)N(C=C1F)C2C(C(C(O2)C)O)O. Drug 2: CC1C(C(CC(O1)OC2CC(CC3=C2C(=C4C(=C3O)C(=O)C5=CC=CC=C5C4=O)O)(C(=O)C)O)N)O. Cell line: MDA-MB-231. Synergy scores: CSS=43.2, Synergy_ZIP=-6.31, Synergy_Bliss=-1.59, Synergy_Loewe=-41.9, Synergy_HSA=0.532. (5) Drug 1: C1C(C(OC1N2C=NC(=NC2=O)N)CO)O. Drug 2: COCCOC1=C(C=C2C(=C1)C(=NC=N2)NC3=CC=CC(=C3)C#C)OCCOC.Cl. Cell line: TK-10. Synergy scores: CSS=23.9, Synergy_ZIP=-1.34, Synergy_Bliss=2.22, Synergy_Loewe=0.631, Synergy_HSA=4.71.